Dataset: Reaction yield outcomes from USPTO patents with 853,638 reactions. Task: Predict the reaction yield, written as a fraction of the theoretical maximum amount of product (1.0 means a 100% yield; for example, 0.34 means a 34% yield). (1) The reactants are Br[C:2]1[CH:3]=[C:4]([CH:14]=[CH:15][CH:16]=1)[CH2:5][NH:6][C:7](=[O:13])[O:8][C:9]([CH3:12])([CH3:11])[CH3:10].[CH:17]1(B(O)O)[CH2:19][CH2:18]1.P([O-])([O-])([O-])=O.[K+].[K+].[K+].C1(P(C2CCCCC2)C2CCCCC2)CCCCC1. The catalyst is C1(C)C=CC=CC=1.O.C([O-])(=O)C.[Pd+2].C([O-])(=O)C. The product is [CH:17]1([C:2]2[CH:3]=[C:4]([CH:14]=[CH:15][CH:16]=2)[CH2:5][NH:6][C:7](=[O:13])[O:8][C:9]([CH3:12])([CH3:11])[CH3:10])[CH2:19][CH2:18]1. The yield is 0.930. (2) The reactants are [H-].[Na+].[I-].C[S+](C)(C)=O.F[C:10](F)(F)C(O)=O.[CH3:16][N:17]([CH2:19][C:20]1[CH:49]=[CH:48][C:23]([CH:24]=[CH:25][C:26]2[C:34]3[C:29](=[CH:30][C:31](/[CH:35]=[C:36]4/[C:37](=[O:47])[NH:38][C:39]5[C:44]/4=[CH:43][C:42]([O:45][CH3:46])=[CH:41][CH:40]=5)=[CH:32][CH:33]=3)[NH:28][N:27]=2)=[CH:22][CH:21]=1)[CH3:18]. The catalyst is CN(C=O)C. The product is [CH3:16][N:17]([CH2:19][C:20]1[CH:49]=[CH:48][C:23](/[CH:24]=[CH:25]/[C:26]2[C:34]3[C:29](=[CH:30][C:31]([C@H:35]4[C@@:36]5([C:44]6[C:39](=[CH:40][CH:41]=[C:42]([O:45][CH3:46])[CH:43]=6)[NH:38][C:37]5=[O:47])[CH2:10]4)=[CH:32][CH:33]=3)[NH:28][N:27]=2)=[CH:22][CH:21]=1)[CH3:18]. The yield is 0.320. (3) The reactants are [I:1][C:2]1[O:3][C:4]2[C:5](=[C:7]([C:11]([OH:13])=O)[CH:8]=[CH:9][CH:10]=2)[CH:6]=1.CN(C(ON1N=NC2C=CC=CC1=2)=[N+](C)C)C.[B-](F)(F)(F)F.CCN(C(C)C)C(C)C.[NH2:45][CH2:46][CH:47]1[CH2:51][S:50][CH2:49][N:48]1[C:52]([C:54]1[N:55]=[C:56]([CH3:66])[S:57][C:58]=1[C:59]1[CH:60]=[C:61]([CH3:65])[CH:62]=[CH:63][CH:64]=1)=[O:53]. The catalyst is CN(C=O)C. The product is [CH3:66][C:56]1[S:57][C:58]([C:59]2[CH:60]=[C:61]([CH3:65])[CH:62]=[CH:63][CH:64]=2)=[C:54]([C:52]([N:48]2[CH:47]([CH2:46][NH:45][C:11]([C:7]3[CH:8]=[CH:9][CH:10]=[C:4]4[O:3][C:2]([I:1])=[CH:6][C:5]=34)=[O:13])[CH2:51][S:50][CH2:49]2)=[O:53])[N:55]=1. The yield is 0.930.